Dataset: Reaction yield outcomes from USPTO patents with 853,638 reactions. Task: Predict the reaction yield, written as a fraction of the theoretical maximum amount of product (1.0 means a 100% yield; for example, 0.34 means a 34% yield). (1) The reactants are [F:1][C:2]([F:38])([F:37])[C:3]([NH:5][CH2:6][C:7]1[CH:12]=[CH:11][C:10]([F:13])=[C:9]([CH:14]2[CH2:19][CH2:18][N:17]([C:20]([C:22]3[C:30]4[C:25](=[CH:26][CH:27]=[CH:28][C:29]=4[CH:31]=[O:32])[N:24]([CH2:33][CH2:34][O:35][CH3:36])[CH:23]=3)=[O:21])[CH2:16][CH2:15]2)[CH:8]=1)=[O:4].CC(=CC)C.Cl([O-])=[O:45].[Na+].P([O-])(O)(O)=O.[Na+]. The catalyst is C1COCC1.O.CC(O)(C)C. The product is [F:13][C:10]1[CH:11]=[CH:12][C:7]([CH2:6][NH:5][C:3](=[O:4])[C:2]([F:37])([F:1])[F:38])=[CH:8][C:9]=1[CH:14]1[CH2:19][CH2:18][N:17]([C:20]([C:22]2[C:30]3[C:29]([C:31]([OH:45])=[O:32])=[CH:28][CH:27]=[CH:26][C:25]=3[N:24]([CH2:33][CH2:34][O:35][CH3:36])[CH:23]=2)=[O:21])[CH2:16][CH2:15]1. The yield is 0.840. (2) The reactants are C(OC([N:8]1[CH2:13][CH2:12][CH:11]([CH2:14][NH:15][C:16]2[N:21]3[N:22]=[CH:23][C:24]([Br:25])=[C:20]3[N:19]=[C:18]([C:26]3[CH:31]=[CH:30][CH:29]=[CH:28][C:27]=3[Cl:32])[CH:17]=2)[CH2:10][CH2:9]1)=O)(C)(C)C.S(=O)(=O)(O)O. The catalyst is CO.O1CCOCC1. The product is [Br:25][C:24]1[CH:23]=[N:22][N:21]2[C:16]([NH:15][CH2:14][CH:11]3[CH2:10][CH2:9][NH:8][CH2:13][CH2:12]3)=[CH:17][C:18]([C:26]3[CH:31]=[CH:30][CH:29]=[CH:28][C:27]=3[Cl:32])=[N:19][C:20]=12. The yield is 0.880. (3) The reactants are [Br:1][C:2]1[CH:7]=[CH:6][C:5]([C:8]([C:10]2[CH:15]=[CH:14][C:13]([O:16]C)=[CH:12][CH:11]=2)=[O:9])=[CH:4][C:3]=1[CH3:18].[Al+3].[Cl-].[Cl-].[Cl-].O. The catalyst is C1C=CC=CC=1. The product is [Br:1][C:2]1[CH:7]=[CH:6][C:5]([C:8]([C:10]2[CH:15]=[CH:14][C:13]([OH:16])=[CH:12][CH:11]=2)=[O:9])=[CH:4][C:3]=1[CH3:18]. The yield is 0.930. (4) The catalyst is C(O)C. The product is [CH2:1]([CH:3]([NH:6][C:7](=[O:17])[CH:8]=[CH:9][C:10]1[CH:11]=[CH:12][C:13]([O:16][CH2:21][CH2:22][OH:23])=[CH:14][CH:15]=1)[CH2:4][CH3:5])[CH3:2]. The reactants are [CH2:1]([CH:3]([NH:6][C:7](=[O:17])[CH:8]=[CH:9][C:10]1[CH:15]=[CH:14][C:13]([OH:16])=[CH:12][CH:11]=1)[CH2:4][CH3:5])[CH3:2].[OH-].[K+].Cl[CH2:21][CH2:22][OH:23]. The yield is 0.600.